This data is from Full USPTO retrosynthesis dataset with 1.9M reactions from patents (1976-2016). The task is: Predict the reactants needed to synthesize the given product. Given the product [Cl:1][C:2]1[CH:11]=[C:10]2[C:5]([C:6]([N:12]3[CH2:17][CH2:16][N:15]([C:18]([NH:20][CH:21]4[CH2:27][CH2:26][CH2:25][CH2:24][CH:23]([O:28][C:32]5[CH:37]=[C:36]([CH3:38])[CH:35]=[CH:34][N:33]=5)[CH2:22]4)=[O:19])[CH2:14][CH2:13]3)=[CH:7][CH:8]=[N:9]2)=[CH:4][CH:3]=1, predict the reactants needed to synthesize it. The reactants are: [Cl:1][C:2]1[CH:11]=[C:10]2[C:5]([C:6]([N:12]3[CH2:17][CH2:16][N:15]([C:18]([NH:20][CH:21]4[CH2:27][CH2:26][CH2:25][CH2:24][CH:23]([OH:28])[CH2:22]4)=[O:19])[CH2:14][CH2:13]3)=[CH:7][CH:8]=[N:9]2)=[CH:4][CH:3]=1.[H-].[Na+].Br[C:32]1[CH:37]=[C:36]([CH3:38])[CH:35]=[CH:34][N:33]=1.